Predict the product of the given reaction. From a dataset of Forward reaction prediction with 1.9M reactions from USPTO patents (1976-2016). (1) Given the reactants [NH:1]1[C:5]2=[N:6][CH:7]=[C:8]([C:10]3[CH:15]=[CH:14][N:13]=[C:12]([NH2:16])[CH:11]=3)[CH:9]=[C:4]2[CH:3]=[N:2]1.CCN(C(C)C)C(C)C.Cl[C:27]([O:29][CH3:30])=[O:28], predict the reaction product. The product is: [CH3:30][O:29][C:27](=[O:28])[NH:16][C:12]1[CH:11]=[C:10]([C:8]2[CH:9]=[C:4]3[CH:3]=[N:2][NH:1][C:5]3=[N:6][CH:7]=2)[CH:15]=[CH:14][N:13]=1. (2) Given the reactants [CH2:1]([N:3]1[CH:7]=[CH:6][N:5]=[CH:4]1)[CH3:2].[Cl:8][C:9]1[CH:20]=[CH:19][C:12]([C:13](N(OC)C)=[O:14])=[CH:11][CH:10]=1.CN1C=CN=C1.FC1N=CC(C(N(OC)C)=O)=CC=1, predict the reaction product. The product is: [Cl:8][C:9]1[CH:20]=[CH:19][C:12]([C:13]([C:7]2[N:3]([CH2:1][CH3:2])[CH:4]=[N:5][CH:6]=2)=[O:14])=[CH:11][CH:10]=1. (3) Given the reactants [Cl:1][C:2]1[CH:3]=[CH:4][C:5]([O:11][CH3:12])=[C:6]([CH:10]=1)[C:7]([OH:9])=O.C(N1C=CN=C1)(N1C=CN=C1)=[O:14].[CH2:25]1[CH2:29][O:28][CH2:27][CH2:26]1, predict the reaction product. The product is: [Cl:1][C:2]1[CH:3]=[CH:4][C:5]([O:11][CH3:12])=[C:6]([C:7](=[O:9])[CH2:26][C:27]([O:28][CH2:29][CH3:25])=[O:14])[CH:10]=1.